From a dataset of TCR-epitope binding with 47,182 pairs between 192 epitopes and 23,139 TCRs. Binary Classification. Given a T-cell receptor sequence (or CDR3 region) and an epitope sequence, predict whether binding occurs between them. The epitope is GLIYNRMGAVTTEV. The TCR CDR3 sequence is CASSLQQFEQYF. Result: 1 (the TCR binds to the epitope).